From a dataset of Reaction yield outcomes from USPTO patents with 853,638 reactions. Predict the reaction yield, written as a fraction of the theoretical maximum amount of product (1.0 means a 100% yield; for example, 0.34 means a 34% yield). (1) The reactants are [NH2:1][CH2:2][C:3]1[CH:8]=[CH:7][CH:6]=[CH:5][N:4]=1.[C:9]1(=O)[O:14][C:12](=[O:13])[C:11]2=[CH:15][CH:16]=[CH:17][CH:18]=[C:10]12.C(N(CC)CC)C. The catalyst is C1(C)C=CC=CC=1. The product is [N:4]1[CH:5]=[CH:6][CH:7]=[CH:8][C:3]=1[CH2:2][N:1]1[C:12](=[O:13])[C:11]2[C:10](=[CH:18][CH:17]=[CH:16][CH:15]=2)[C:9]1=[O:14]. The yield is 0.860. (2) The reactants are [OH:1][C:2]1([CH2:10][O:11][C:12]2[CH:17]=[C:16]([CH3:18])[C:15]([C:19]3[CH:24]=[CH:23][CH:22]=[C:21]([CH2:25][O:26][C:27]4[CH:40]=[CH:39][C:30]5[C@H:31]([CH2:34][C:35]([O:37]C)=[O:36])[CH2:32][O:33][C:29]=5[CH:28]=4)[CH:20]=3)=[C:14]([CH3:41])[CH:13]=2)[CH2:7][CH2:6][S:5](=[O:9])(=[O:8])[CH2:4][CH2:3]1.CO.[OH-].[Na+].Cl. The catalyst is O.O1CCCC1. The product is [OH:1][C:2]1([CH2:10][O:11][C:12]2[CH:17]=[C:16]([CH3:18])[C:15]([C:19]3[CH:24]=[CH:23][CH:22]=[C:21]([CH2:25][O:26][C:27]4[CH:40]=[CH:39][C:30]5[C@H:31]([CH2:34][C:35]([OH:37])=[O:36])[CH2:32][O:33][C:29]=5[CH:28]=4)[CH:20]=3)=[C:14]([CH3:41])[CH:13]=2)[CH2:3][CH2:4][S:5](=[O:8])(=[O:9])[CH2:6][CH2:7]1. The yield is 0.760. (3) The reactants are O[C:2]1[CH:3]=[C:4]([CH:7]=[CH:8][C:9]=1O)[CH:5]=O.[C:11](=[O:14])([O-])[O-].[Cs+].[Cs+].S(O[CH2:22][CH2:23][CH2:24][CH2:25][CH2:26][CH2:27][CH2:28][CH2:29]/[CH:30]=[CH:31]\[CH2:32]/[CH:33]=[CH:34]\[CH2:35][CH2:36][CH2:37][CH2:38][CH3:39])(=O)(=O)C. The catalyst is COCCOCCOC. The product is [CH2:5]([C:4]1[C:3]([CH2:22][CH2:23][CH2:24][CH2:25][CH2:26][CH2:27][CH2:28][CH2:29]/[CH:30]=[CH:31]\[CH2:32]/[CH:33]=[CH:34]\[CH2:35][CH2:36][CH2:37][CH2:38][CH3:39])=[C:2]([CH:9]=[CH:8][CH:7]=1)[CH:11]=[O:14])[CH2:22][CH2:23][CH2:24][CH2:25][CH2:26][CH2:27][CH2:28]/[CH:29]=[CH:30]\[CH2:31]/[CH:32]=[CH:33]\[CH2:34][CH2:35][CH2:36][CH2:37][CH3:38]. The yield is 0.940. (4) The reactants are [Cl:1][C:2]1[CH:22]=[C:21]([NH:23][C:24]([N:26]2[CH2:30][CH2:29][N:28]([CH:31]3[CH2:36][CH2:35][O:34][CH2:33][CH2:32]3)[C:27]2=[O:37])=[O:25])[C:20]([F:38])=[CH:19][C:3]=1[O:4][C:5]1[CH:10]=[CH:9][N:8]=[C:7]([NH:11]C(=O)OC(C)(C)C)[CH:6]=1. The catalyst is C(O)(C(F)(F)F)=O. The product is [NH2:11][C:7]1[CH:6]=[C:5]([O:4][C:3]2[C:2]([Cl:1])=[CH:22][C:21]([NH:23][C:24]([N:26]3[CH2:30][CH2:29][N:28]([CH:31]4[CH2:32][CH2:33][O:34][CH2:35][CH2:36]4)[C:27]3=[O:37])=[O:25])=[C:20]([F:38])[CH:19]=2)[CH:10]=[CH:9][N:8]=1. The yield is 0.350. (5) The reactants are Br[C:2]1[CH:3]=[CH:4][C:5]2[N:6]([C:15]3[CH:20]=[CH:19][CH:18]=[CH:17][CH:16]=3)[C:7]3[C:12]([C:13]=2[CH:14]=1)=[CH:11][CH:10]=[CH:9][CH:8]=3.CC(C)([O-])C.[Na+].C1(C)C(C)=CC=CC=1.[NH2:35][C:36]1[CH:41]=[CH:40][CH:39]=[CH:38][CH:37]=1. The catalyst is C1C=CC(/C=C/C(/C=C/C2C=CC=CC=2)=O)=CC=1.C1C=CC(/C=C/C(/C=C/C2C=CC=CC=2)=O)=CC=1.[Pd].[CH-]1C(P(C2C=CC=CC=2)C2C=CC=CC=2)=CC=C1.[CH-]1C(P(C2C=CC=CC=2)C2C=CC=CC=2)=CC=C1.[Fe+2].C1(C)C=CC=CC=1. The product is [C:36]1([NH:35][C:2]2[CH:3]=[CH:4][C:5]3[N:6]([C:15]4[CH:20]=[CH:19][CH:18]=[CH:17][CH:16]=4)[C:7]4[C:12]([C:13]=3[CH:14]=2)=[CH:11][CH:10]=[CH:9][CH:8]=4)[CH:41]=[CH:40][CH:39]=[CH:38][CH:37]=1. The yield is 0.750. (6) The reactants are C[O:2][C:3]([C:5]1[C:10](Cl)=[CH:9][C:8](=[O:12])[N:7]([C:13]2[CH:18]=[CH:17][CH:16]=[CH:15][CH:14]=2)[N:6]=1)=[O:4].[Br:19][C:20]1[CH:26]=[CH:25][C:23]([NH2:24])=[C:22]([F:27])[CH:21]=1.C(=O)([O-])[O-].[Cs+].[Cs+].O. The catalyst is ClC1C=CC=CC=1Cl.CCOC(C)=O. The product is [Br:19][C:20]1[CH:26]=[CH:25][C:23]([NH:24][C:10]2[C:5]([C:3]([OH:2])=[O:4])=[N:6][N:7]([C:13]3[CH:18]=[CH:17][CH:16]=[CH:15][CH:14]=3)[C:8](=[O:12])[CH:9]=2)=[C:22]([F:27])[CH:21]=1. The yield is 0.430.